Dataset: Aqueous solubility values for 9,982 compounds from the AqSolDB database. Task: Regression/Classification. Given a drug SMILES string, predict its absorption, distribution, metabolism, or excretion properties. Task type varies by dataset: regression for continuous measurements (e.g., permeability, clearance, half-life) or binary classification for categorical outcomes (e.g., BBB penetration, CYP inhibition). For this dataset (solubility_aqsoldb), we predict Y. (1) The molecule is Clc1ccc(Cl)cc1. The Y is -3.35 log mol/L. (2) The compound is C[C@]12CC[C@@H]3C4=C(CC[C@H]3[C@@H]1CCC2=O)CC(=O)CC4. The Y is -4.05 log mol/L. (3) The drug is Nc1c(S(=O)(=O)[O-])cc(Nc2cccc(S(=O)(=O)CCOS(=O)(=O)[O-])c2)c2c1C(=O)c1ccccc1C2=O.[Na+].[Na+]. The Y is -0.455 log mol/L. (4) The drug is Nc1c(S(=O)(=O)O)cc(Nc2ccc(S(=O)(=O)O)c(Nc3nc(Cl)nc(Cl)n3)c2)c2c1C(=O)c1ccccc1C2=O. The Y is 0.196 log mol/L. (5) The compound is O=C1C(Cl)C(CCl)CN1c1cccc(C(F)(F)F)c1. The Y is -4.05 log mol/L. (6) The compound is Clc1ccc2c(c1)Oc1ccc(Cl)cc1O2. The Y is -7.83 log mol/L.